Dataset: Forward reaction prediction with 1.9M reactions from USPTO patents (1976-2016). Task: Predict the product of the given reaction. Given the reactants C([O:5][C:6](=[O:15])[CH2:7][N:8]1[CH2:13][CH2:12][N:11]([CH3:14])[CH2:10][CH2:9]1)(C)(C)C.FC(F)(F)C(O)=O.[ClH:23].O1CCOCC1, predict the reaction product. The product is: [ClH:23].[ClH:23].[CH3:14][N:11]1[CH2:10][CH2:9][N:8]([CH2:7][C:6]([OH:15])=[O:5])[CH2:13][CH2:12]1.